This data is from Forward reaction prediction with 1.9M reactions from USPTO patents (1976-2016). The task is: Predict the product of the given reaction. (1) Given the reactants C([O:8][C:9]1[CH:14]=[CH:13][C:12]([N:15]2[C:19]([NH:20][C:21]([NH:23][C:24]3[C:33]4[C:28](=[CH:29][CH:30]=[CH:31][CH:32]=4)[CH:27]=[CH:26][CH:25]=3)=[O:22])=[CH:18][C:17]([C:34]([CH3:37])([CH3:36])[CH3:35])=[N:16]2)=[CH:11][CH:10]=1)C1C=CC=CC=1, predict the reaction product. The product is: [C:34]([C:17]1[CH:18]=[C:19]([NH:20][C:21]([NH:23][C:24]2[C:33]3[C:28](=[CH:29][CH:30]=[CH:31][CH:32]=3)[CH:27]=[CH:26][CH:25]=2)=[O:22])[N:15]([C:12]2[CH:13]=[CH:14][C:9]([OH:8])=[CH:10][CH:11]=2)[N:16]=1)([CH3:37])([CH3:35])[CH3:36]. (2) Given the reactants [CH2:1]([O:3][C:4]1[NH:8][C:7]2[CH:9]=[C:10]([O:14][CH2:15][CH2:16][CH2:17][C:18]([O:20][CH2:21][CH3:22])=[O:19])[CH:11]=[C:12]([CH3:13])[C:6]=2[N:5]=1)[CH3:2].Br[CH2:24][C:25]1[CH:30]=[CH:29][C:28]([O:31][CH2:32][CH2:33][CH2:34][CH2:35][CH3:36])=[CH:27][C:26]=1[Cl:37], predict the reaction product. The product is: [Cl:37][C:26]1[CH:27]=[C:28]([O:31][CH2:32][CH2:33][CH2:34][CH2:35][CH3:36])[CH:29]=[CH:30][C:25]=1[CH2:24][N:8]1[C:7]2[CH:9]=[C:10]([O:14][CH2:15][CH2:16][CH2:17][C:18]([O:20][CH2:21][CH3:22])=[O:19])[CH:11]=[C:12]([CH3:13])[C:6]=2[N:5]=[C:4]1[O:3][CH2:1][CH3:2]. (3) Given the reactants C([N:14]1[CH2:17][CH:16]([CH2:18][O:19][C:20]2[CH:25]=[CH:24][C:23]([C:26]3([CH2:32][N:33]4[CH2:38][CH2:37][O:36][CH2:35][CH2:34]4)[CH2:31][CH2:30][O:29][CH2:28][CH2:27]3)=[CH:22][CH:21]=2)[CH2:15]1)(C1C=CC=CC=1)C1C=CC=CC=1.Cl.C(=O)([O-])[O-].[Na+].[Na+], predict the reaction product. The product is: [NH:14]1[CH2:15][CH:16]([CH2:18][O:19][C:20]2[CH:25]=[CH:24][C:23]([C:26]3([CH2:32][N:33]4[CH2:34][CH2:35][O:36][CH2:37][CH2:38]4)[CH2:31][CH2:30][O:29][CH2:28][CH2:27]3)=[CH:22][CH:21]=2)[CH2:17]1. (4) The product is: [ClH:20].[Cl:20][C:19]1[C:14]([C:11]2([F:21])[CH2:10][CH2:9][NH:8][CH2:13][CH2:12]2)=[N:15][CH:16]=[CH:17][CH:18]=1. Given the reactants C(OC([N:8]1[CH2:13][CH2:12][C:11]([F:21])([C:14]2[C:19]([Cl:20])=[CH:18][CH:17]=[CH:16][N:15]=2)[CH2:10][CH2:9]1)=O)(C)(C)C, predict the reaction product. (5) The product is: [CH:1]1([N:4]2[C:12]3[C:7](=[C:8]([O:16][CH3:17])[CH:9]=[C:10]([C:13]([N:24]4[CH2:23][CH2:22][C:21]5([CH2:20][C:19](=[O:18])[C:33]6[C:28](=[CH:29][CH:30]=[C:31]([C:34]7[NH:35][C:36]([C:39]([NH2:41])=[O:40])=[N:37][N:38]=7)[CH:32]=6)[O:27]5)[CH2:26][CH2:25]4)=[O:15])[CH:11]=3)[CH:6]=[CH:5]2)[CH2:2][CH2:3]1. Given the reactants [CH:1]1([N:4]2[C:12]3[C:7](=[C:8]([O:16][CH3:17])[CH:9]=[C:10]([C:13]([OH:15])=O)[CH:11]=3)[CH:6]=[CH:5]2)[CH2:3][CH2:2]1.[O:18]=[C:19]1[C:33]2[C:28](=[CH:29][CH:30]=[C:31]([C:34]3[NH:35][C:36]([C:39]([NH2:41])=[O:40])=[N:37][N:38]=3)[CH:32]=2)[O:27][C:21]2([CH2:26][CH2:25][NH:24][CH2:23][CH2:22]2)[CH2:20]1.C1C=CC2N(O)N=NC=2C=1.CCN=C=NCCCN(C)C, predict the reaction product. (6) Given the reactants [C:1]1([C@H:7]([NH:10][C:11]([C:13]2[CH:14]=[C:15]([C:22](=[O:27])C(Cl)(Cl)Cl)[N:16]3[CH2:21][CH2:20][O:19][CH2:18][C:17]=23)=[O:12])[CH2:8][CH3:9])[CH:6]=[CH:5][CH:4]=[CH:3][CH:2]=1.[OH2:28].[OH-].[Na+], predict the reaction product. The product is: [C:1]1([C@H:7]([NH:10][C:11]([C:13]2[CH:14]=[C:15]([C:22]([OH:27])=[O:28])[N:16]3[CH2:21][CH2:20][O:19][CH2:18][C:17]=23)=[O:12])[CH2:8][CH3:9])[CH:6]=[CH:5][CH:4]=[CH:3][CH:2]=1. (7) Given the reactants C(OC(=O)[NH:7][C:8]1[N:9]([CH3:23])[C:10](=[O:22])[CH2:11][C@:12]([C:15]2[CH:20]=[CH:19][CH:18]=[C:17]([NH2:21])[CH:16]=2)([CH3:14])[N:13]=1)(C)(C)C.[Cl:25][C:26]1[CH:31]=[CH:30][N:29]=[C:28]([C:32](O)=[O:33])[CH:27]=1, predict the reaction product. The product is: [NH2:7][C:8]1[N:9]([CH3:23])[C:10](=[O:22])[CH2:11][C@:12]([C:15]2[CH:16]=[C:17]([NH:21][C:32]([C:28]3[CH:27]=[C:26]([Cl:25])[CH:31]=[CH:30][N:29]=3)=[O:33])[CH:18]=[CH:19][CH:20]=2)([CH3:14])[N:13]=1. (8) Given the reactants [CH2:1]([C:3]1[N:7]=[C:6]([CH2:8][OH:9])[N:5]([CH2:10][C:11]2[CH:16]=[CH:15][CH:14]=[CH:13][N:12]=2)[C:4]=1[S:17][C:18]1[CH:19]=[C:20]([C:26]#[N:27])[CH:21]=[C:22]([CH:25]=1)[C:23]#[N:24])[CH3:2].ClC(Cl)(Cl)[C:30]([N:32]=C=O)=[O:31], predict the reaction product. The product is: [C:23]([C:22]1[CH:25]=[C:18]([S:17][C:4]2[N:5]([CH2:10][C:11]3[CH:16]=[CH:15][CH:14]=[CH:13][N:12]=3)[C:6]([CH2:8][O:9][C:30](=[O:31])[NH2:32])=[N:7][C:3]=2[CH2:1][CH3:2])[CH:19]=[C:20]([C:26]#[N:27])[CH:21]=1)#[N:24].